Task: Regression. Given two drug SMILES strings and cell line genomic features, predict the synergy score measuring deviation from expected non-interaction effect.. Dataset: NCI-60 drug combinations with 297,098 pairs across 59 cell lines Drug 1: CC1=C(C(=CC=C1)Cl)NC(=O)C2=CN=C(S2)NC3=CC(=NC(=N3)C)N4CCN(CC4)CCO. Drug 2: C1=CC=C(C(=C1)C(C2=CC=C(C=C2)Cl)C(Cl)Cl)Cl. Cell line: SK-MEL-28. Synergy scores: CSS=5.62, Synergy_ZIP=1.23, Synergy_Bliss=2.42, Synergy_Loewe=-7.87, Synergy_HSA=-0.879.